From a dataset of Retrosynthesis with 50K atom-mapped reactions and 10 reaction types from USPTO. Predict the reactants needed to synthesize the given product. Given the product CCOCCn1c(CN2CCNCC2)nc2ncccc21, predict the reactants needed to synthesize it. The reactants are: CCOCCn1c(CN2CCN(Cc3ccccc3)CC2)nc2ncccc21.